From a dataset of NCI-60 drug combinations with 297,098 pairs across 59 cell lines. Regression. Given two drug SMILES strings and cell line genomic features, predict the synergy score measuring deviation from expected non-interaction effect. (1) Drug 1: C1=CC(=CC=C1CCCC(=O)O)N(CCCl)CCCl. Drug 2: CN1C2=C(C=C(C=C2)N(CCCl)CCCl)N=C1CCCC(=O)O.Cl. Cell line: SNB-19. Synergy scores: CSS=4.26, Synergy_ZIP=-9.71, Synergy_Bliss=-8.22, Synergy_Loewe=-16.5, Synergy_HSA=-7.75. (2) Drug 1: C1CCC(C1)C(CC#N)N2C=C(C=N2)C3=C4C=CNC4=NC=N3. Drug 2: C(CN)CNCCSP(=O)(O)O. Cell line: SF-539. Synergy scores: CSS=4.59, Synergy_ZIP=-1.34, Synergy_Bliss=-1.29, Synergy_Loewe=-10.9, Synergy_HSA=-1.82. (3) Drug 1: B(C(CC(C)C)NC(=O)C(CC1=CC=CC=C1)NC(=O)C2=NC=CN=C2)(O)O. Drug 2: CCC1(C2=C(COC1=O)C(=O)N3CC4=CC5=C(C=CC(=C5CN(C)C)O)N=C4C3=C2)O. Cell line: HT29. Synergy scores: CSS=75.2, Synergy_ZIP=0.364, Synergy_Bliss=-0.827, Synergy_Loewe=-3.90, Synergy_HSA=0.0937. (4) Drug 1: CC(C)NC(=O)C1=CC=C(C=C1)CNNC.Cl. Drug 2: N.N.Cl[Pt+2]Cl. Cell line: A498. Synergy scores: CSS=38.7, Synergy_ZIP=-2.51, Synergy_Bliss=0.505, Synergy_Loewe=-5.53, Synergy_HSA=1.83. (5) Drug 1: C1=CC=C(C=C1)NC(=O)CCCCCCC(=O)NO. Drug 2: B(C(CC(C)C)NC(=O)C(CC1=CC=CC=C1)NC(=O)C2=NC=CN=C2)(O)O. Cell line: NCI-H322M. Synergy scores: CSS=9.04, Synergy_ZIP=-3.11, Synergy_Bliss=-0.875, Synergy_Loewe=-9.15, Synergy_HSA=-1.38. (6) Drug 1: CN1CCC(CC1)COC2=C(C=C3C(=C2)N=CN=C3NC4=C(C=C(C=C4)Br)F)OC. Drug 2: CNC(=O)C1=NC=CC(=C1)OC2=CC=C(C=C2)NC(=O)NC3=CC(=C(C=C3)Cl)C(F)(F)F. Cell line: NCI-H226. Synergy scores: CSS=24.7, Synergy_ZIP=-8.80, Synergy_Bliss=-2.84, Synergy_Loewe=-3.76, Synergy_HSA=-2.38. (7) Drug 1: C1=C(C(=O)NC(=O)N1)F. Drug 2: C1=CC=C(C(=C1)C(C2=CC=C(C=C2)Cl)C(Cl)Cl)Cl. Cell line: NCI-H226. Synergy scores: CSS=21.9, Synergy_ZIP=7.42, Synergy_Bliss=8.47, Synergy_Loewe=5.07, Synergy_HSA=8.85. (8) Drug 1: CCC1=C2CN3C(=CC4=C(C3=O)COC(=O)C4(CC)O)C2=NC5=C1C=C(C=C5)O. Drug 2: CC1C(C(CC(O1)OC2CC(OC(C2O)C)OC3=CC4=CC5=C(C(=O)C(C(C5)C(C(=O)C(C(C)O)O)OC)OC6CC(C(C(O6)C)O)OC7CC(C(C(O7)C)O)OC8CC(C(C(O8)C)O)(C)O)C(=C4C(=C3C)O)O)O)O. Cell line: K-562. Synergy scores: CSS=58.7, Synergy_ZIP=-7.64, Synergy_Bliss=-7.18, Synergy_Loewe=-17.6, Synergy_HSA=-6.37.